This data is from Catalyst prediction with 721,799 reactions and 888 catalyst types from USPTO. The task is: Predict which catalyst facilitates the given reaction. (1) Product: [Cl:1][C:2]1[CH:3]=[CH:4][C:5]([CH2:6][CH:7]2[C:13]3([CH2:14][O:15][S:27]([CH3:26])(=[O:29])=[O:28])[C:10]([CH3:16])([CH2:11][O:12]3)[CH2:9][CH2:8]2)=[CH:17][CH:18]=1. The catalyst class is: 11. Reactant: [Cl:1][C:2]1[CH:18]=[CH:17][C:5]([CH2:6][CH:7]2[C:13]3([CH2:14][OH:15])[C:10]([CH3:16])([CH2:11][O:12]3)[CH2:9][CH2:8]2)=[CH:4][CH:3]=1.C(N(CC)CC)C.[CH3:26][S:27](Cl)(=[O:29])=[O:28].O. (2) Reactant: [CH2:1]([CH:3]([C:6]1[C:7]2[N:8]([C:13]([C:17]3[N:21]4[CH:22]=[CH:23][CH:24]=[C:25]([CH:26]=[O:27])[C:20]4=[N:19][C:18]=3[CH3:28])=[C:14]([CH3:16])[N:15]=2)[N:9]=[C:10]([CH3:12])[CH:11]=1)[CH2:4][CH3:5])[CH3:2].[CH3:29][Mg+].[Br-]. Product: [CH2:1]([CH:3]([C:6]1[C:7]2[N:8]([C:13]([C:17]3[N:21]4[CH:22]=[CH:23][CH:24]=[C:25]([CH:26]([OH:27])[CH3:29])[C:20]4=[N:19][C:18]=3[CH3:28])=[C:14]([CH3:16])[N:15]=2)[N:9]=[C:10]([CH3:12])[CH:11]=1)[CH2:4][CH3:5])[CH3:2]. The catalyst class is: 1.